From a dataset of Reaction yield outcomes from USPTO patents with 853,638 reactions. Predict the reaction yield, written as a fraction of the theoretical maximum amount of product (1.0 means a 100% yield; for example, 0.34 means a 34% yield). (1) The reactants are [C:1]([C:5]1[CH:9]=[C:8]([NH:10][C:11]([NH:13][C:14]2[C:23]3[C:18](=[CH:19][CH:20]=[CH:21][CH:22]=3)[C:17]([O:24][CH2:25][CH2:26][N:27]3[CH:31]=[C:30]([N+:32]([O-])=O)[N:29]=[CH:28]3)=[CH:16][CH:15]=2)=[O:12])[N:7]([C:35]2[CH:40]=[CH:39][C:38]([CH3:41])=[CH:37][CH:36]=2)[N:6]=1)([CH3:4])([CH3:3])[CH3:2]. The catalyst is C(Cl)Cl.CO.CC(O)=O.[H][H].[Pt]. The product is [NH2:32][C:30]1[N:29]=[CH:28][N:27]([CH2:26][CH2:25][O:24][C:17]2[C:18]3[C:23](=[CH:22][CH:21]=[CH:20][CH:19]=3)[C:14]([NH:13][C:11]([NH:10][C:8]3[N:7]([C:35]4[CH:40]=[CH:39][C:38]([CH3:41])=[CH:37][CH:36]=4)[N:6]=[C:5]([C:1]([CH3:4])([CH3:3])[CH3:2])[CH:9]=3)=[O:12])=[CH:15][CH:16]=2)[CH:31]=1. The yield is 1.00. (2) The reactants are [Br:1][C:2]1[CH:3]=[C:4]([NH2:18])[C:5]([NH2:17])=[CH:6][C:7]=1[O:8][C:9]1[CH:14]=[CH:13][C:12]([F:15])=[CH:11][C:10]=1[F:16].[CH:19]([O-])([O-])OCC.O.C1(C)C=CC(S(O)(=O)=O)=CC=1. The catalyst is O1CCCC1. The product is [Br:1][C:2]1[C:7]([O:8][C:9]2[CH:14]=[CH:13][C:12]([F:15])=[CH:11][C:10]=2[F:16])=[CH:6][C:5]2[N:17]=[CH:19][NH:18][C:4]=2[CH:3]=1. The yield is 0.740. (3) The reactants are [OH:1][C@@H:2]1[CH2:7][CH2:6][C@H:5]([N:8]2[CH2:12][CH2:11][C@:10]3([CH2:17][CH2:16][CH2:15][N:14](C(OCC4C=CC=CC=4)=O)[CH2:13]3)[C:9]2=O)[CH2:4][CH2:3]1. The catalyst is CO.[Pd]. The product is [OH:1][C@@H:2]1[CH2:3][CH2:4][C@H:5]([N:8]2[CH2:12][CH2:11][C@:10]3([CH2:17][CH2:16][CH2:15][NH:14][CH2:13]3)[CH2:9]2)[CH2:6][CH2:7]1. The yield is 1.00. (4) The reactants are [C:1]([C:3]1[CH:4]=[CH:5][C:6]([O:25][CH:26]([CH3:28])[CH3:27])=[C:7]([CH:24]=1)[C:8]([NH:10][C@@H:11]([CH2:22][OH:23])[CH2:12][C:13]1[C:21]2[C:16](=[CH:17][CH:18]=[CH:19][CH:20]=2)[NH:15][CH:14]=1)=[O:9])#[CH:2].I[C:30]1[CH:38]=[CH:37][C:33]([C:34]([OH:36])=[O:35])=[CH:32][CH:31]=1.C(NCC)C.Cl. The catalyst is C(O)C.[Cu]I.Cl[Pd](Cl)([P](C1C=CC=CC=1)(C1C=CC=CC=1)C1C=CC=CC=1)[P](C1C=CC=CC=1)(C1C=CC=CC=1)C1C=CC=CC=1. The product is [OH:23][CH2:22][C@H:11]([NH:10][C:8]([C:7]1[CH:24]=[C:3]([C:1]#[C:2][C:30]2[CH:38]=[CH:37][C:33]([C:34]([OH:36])=[O:35])=[CH:32][CH:31]=2)[CH:4]=[CH:5][C:6]=1[O:25][CH:26]([CH3:28])[CH3:27])=[O:9])[CH2:12][C:13]1[C:21]2[C:16](=[CH:17][CH:18]=[CH:19][CH:20]=2)[NH:15][CH:14]=1. The yield is 0.300. (5) The reactants are Br[C:2]1[C:3]([S:8]([CH:11]2[CH2:15][CH2:14][N:13]([C:16]([O:18][C:19]([CH3:22])([CH3:21])[CH3:20])=[O:17])[CH2:12]2)(=[O:10])=[O:9])=[N:4][CH:5]=[CH:6][CH:7]=1.[F:23][C:24]1[CH:29]=[C:28](B2OC(C)(C)C(C)(C)O2)[CH:27]=[CH:26][C:25]=1[C:39]1[N:40]=[CH:41][C:42]([NH2:45])=[N:43][CH:44]=1.C(Cl)Cl.C([O-])([O-])=O.[Na+].[Na+]. The catalyst is CN(C=O)C.C1C=CC(P(C2C=CC=CC=2)[C-]2C=CC=C2)=CC=1.C1C=CC(P(C2C=CC=CC=2)[C-]2C=CC=C2)=CC=1.Cl[Pd]Cl.[Fe+2]. The product is [NH2:45][C:42]1[N:43]=[CH:44][C:39]([C:25]2[CH:26]=[CH:27][C:28]([C:2]3[C:3]([S:8]([CH:11]4[CH2:15][CH2:14][N:13]([C:16]([O:18][C:19]([CH3:22])([CH3:21])[CH3:20])=[O:17])[CH2:12]4)(=[O:10])=[O:9])=[N:4][CH:5]=[CH:6][CH:7]=3)=[CH:29][C:24]=2[F:23])=[N:40][CH:41]=1. The yield is 0.990.